Dataset: Catalyst prediction with 721,799 reactions and 888 catalyst types from USPTO. Task: Predict which catalyst facilitates the given reaction. (1) Reactant: FC(F)(F)S(O[CH2:7][C:8]([F:11])([CH3:10])[CH3:9])(=O)=O.[CH3:14][C:15]1([CH3:40])[NH:27][CH:26]([C:28]2[CH:33]=[CH:32][C:31](/[CH:34]=[CH:35]/[C:36]([O:38][CH3:39])=[O:37])=[CH:30][CH:29]=2)[C:18]2[NH:19][C:20]3[C:25]([C:17]=2[CH2:16]1)=[CH:24][CH:23]=[CH:22][CH:21]=3.C(N(CC)C(C)C)(C)C. Product: [F:11][C:8]([CH3:10])([CH3:9])[CH2:7][N:27]1[C:15]([CH3:40])([CH3:14])[CH2:16][C:17]2[C:25]3[C:20](=[CH:21][CH:22]=[CH:23][CH:24]=3)[NH:19][C:18]=2[CH:26]1[C:28]1[CH:29]=[CH:30][C:31](/[CH:34]=[CH:35]/[C:36]([O:38][CH3:39])=[O:37])=[CH:32][CH:33]=1. The catalyst class is: 12. (2) Reactant: [O:1]=[C:2]1[C:6]2([CH2:11][CH2:10][CH2:9][N:8]([C:12]([O:14][C:15]([CH3:18])([CH3:17])[CH3:16])=[O:13])[CH2:7]2)[CH:5]([C:19]2[CH:24]=[CH:23][CH:22]=[CH:21][CH:20]=2)[CH2:4][NH:3]1.[H-].[Na+].ClC(Cl)(Cl)S(O[CH2:33][C:34]([F:37])([F:36])[F:35])(=O)=O. Product: [O:1]=[C:2]1[C:6]2([CH2:11][CH2:10][CH2:9][N:8]([C:12]([O:14][C:15]([CH3:18])([CH3:17])[CH3:16])=[O:13])[CH2:7]2)[CH:5]([C:19]2[CH:20]=[CH:21][CH:22]=[CH:23][CH:24]=2)[CH2:4][N:3]1[CH2:33][C:34]([F:37])([F:36])[F:35]. The catalyst class is: 1. (3) Reactant: Br[CH2:2][C:3]([NH:5][C:6]1[CH:11]=[C:10]([Cl:12])[N:9]=[C:8]([C:13]2[CH:18]=[CH:17][CH:16]=[CH:15][CH:14]=2)[N:7]=1)=[O:4].[C:19]1(/[CH:25]=[CH:26]/[CH2:27][N:28]2[CH2:33][CH2:32][NH:31][CH2:30][CH2:29]2)[CH:24]=[CH:23][CH:22]=[CH:21][CH:20]=1.C(N(CC)C(C)C)(C)C. Product: [Cl:12][C:10]1[N:9]=[C:8]([C:13]2[CH:18]=[CH:17][CH:16]=[CH:15][CH:14]=2)[N:7]=[C:6]([NH:5][C:3](=[O:4])[CH2:2][N:31]2[CH2:32][CH2:33][N:28]([CH2:27]/[CH:26]=[CH:25]/[C:19]3[CH:24]=[CH:23][CH:22]=[CH:21][CH:20]=3)[CH2:29][CH2:30]2)[CH:11]=1. The catalyst class is: 10. (4) Product: [NH2:1][C:2]1[C:7]([C:8]2[CH:16]=[CH:15][C:11]([C:12]([NH:19][C@@H:20]([C:23]3[CH:28]=[CH:27][CH:26]=[C:25]([Cl:29])[CH:24]=3)[CH2:21][OH:22])=[O:14])=[C:10]([F:17])[CH:9]=2)=[CH:6][C:5]([Br:18])=[CH:4][N:3]=1. Reactant: [NH2:1][C:2]1[C:7]([C:8]2[CH:16]=[CH:15][C:11]([C:12]([OH:14])=O)=[C:10]([F:17])[CH:9]=2)=[CH:6][C:5]([Br:18])=[CH:4][N:3]=1.[NH2:19][C@@H:20]([C:23]1[CH:28]=[CH:27][CH:26]=[C:25]([Cl:29])[CH:24]=1)[CH2:21][OH:22].O.CCOC(C)=O. The catalyst class is: 1. (5) Reactant: [Cl:1][C:2]1[C:3](I)=[C:4]2[N:10]([CH:11]([CH2:14][CH3:15])[CH2:12][CH3:13])[C:9]([OH:16])=[N:8][C:5]2=[N:6][CH:7]=1.[CH3:18][C:19]1(C)[C:23](C)(C)OB(C(C)=C)O1.C([O-])([O-])=O.[K+].[K+].O1CCOCC1. Product: [Cl:1][C:2]1[C:3]([C:19]([CH3:23])=[CH2:18])=[C:4]2[N:10]([CH:11]([CH2:14][CH3:15])[CH2:12][CH3:13])[C:9]([OH:16])=[N:8][C:5]2=[N:6][CH:7]=1. The catalyst class is: 263.